From a dataset of Catalyst prediction with 721,799 reactions and 888 catalyst types from USPTO. Predict which catalyst facilitates the given reaction. (1) Reactant: [C-:1]#[N:2].[K+].CS(O[CH2:9][CH2:10][CH:11]([C:22]1[C:30]2[C:25](=[C:26]([CH2:31][S:32][CH3:33])[CH:27]=[CH:28][CH:29]=2)[NH:24][CH:23]=1)[C:12]1[CH:17]=[CH:16][C:15]([C:18]([F:21])([F:20])[F:19])=[CH:14][CH:13]=1)(=O)=O. Product: [CH3:33][S:32][CH2:31][C:26]1[CH:27]=[CH:28][CH:29]=[C:30]2[C:25]=1[NH:24][CH:23]=[C:22]2[CH:11]([C:12]1[CH:13]=[CH:14][C:15]([C:18]([F:20])([F:21])[F:19])=[CH:16][CH:17]=1)[CH2:10][CH2:9][C:1]#[N:2]. The catalyst class is: 3. (2) Reactant: [CH:1]1([NH:7][C:8]2[C:13]([CH:14]=[N:15][OH:16])=[CH:12][N:11]=[C:10]3[N:17]([CH2:20][CH3:21])[N:18]=[CH:19][C:9]=23)[CH2:6][CH2:5][CH2:4][CH2:3][CH2:2]1.C(Cl)(Cl)Cl.[Br:26][CH2:27][C:28](=[CH2:34])[C:29]([O:31][CH2:32][CH3:33])=[O:30].Cl[O-].[Na+]. Product: [Br:26][CH2:27][C:28]1([C:29]([O:31][CH2:32][CH3:33])=[O:30])[O:16][N:15]=[C:14]([C:13]2[C:8]([NH:7][CH:1]3[CH2:2][CH2:3][CH2:4][CH2:5][CH2:6]3)=[C:9]3[CH:19]=[N:18][N:17]([CH2:20][CH3:21])[C:10]3=[N:11][CH:12]=2)[CH2:34]1. The catalyst class is: 46. (3) Reactant: [O:1]=[C:2]1[CH2:6][CH2:5][CH2:4][N:3]1[C@H:7]([C:15]1[CH:20]=[CH:19][CH:18]=[CH:17][CH:16]=1)[C:8]([O:10]C(C)(C)C)=[O:9]. Product: [O:1]=[C:2]1[CH2:6][CH2:5][CH2:4][N:3]1[C@H:7]([C:15]1[CH:20]=[CH:19][CH:18]=[CH:17][CH:16]=1)[C:8]([OH:10])=[O:9]. The catalyst class is: 55. (4) Reactant: [C@:1]12([CH2:11][S:12]([OH:15])(=[O:14])=[O:13])[C:8]([CH3:10])([CH3:9])[CH:5]([CH2:6][CH2:7]1)[CH2:4][C:2]2=[O:3].N#N. Product: [CH3:9][C:8]1([CH3:10])[C:1]2([CH2:11][S:12]([OH:15])(=[O:14])=[O:13])[C:2]([CH2:4][CH:5]1[CH2:6][CH2:7]2)=[O:3]. The catalyst class is: 247. (5) Reactant: N[C:2]1[CH:10]=[C:9]2[C:5]([CH2:6][CH2:7][CH2:8]2)=[CH:4][C:3]=1[C:11]#[N:12].N(OCCC(C)C)=O.[I-:21]. Product: [I:21][C:2]1[CH:10]=[C:9]2[C:5]([CH2:6][CH2:7][CH2:8]2)=[CH:4][C:3]=1[C:11]#[N:12]. The catalyst class is: 22.